This data is from Catalyst prediction with 721,799 reactions and 888 catalyst types from USPTO. The task is: Predict which catalyst facilitates the given reaction. (1) Reactant: [OH:1][C:2]1[CH:7]=[CH:6][C:5]([C:8]2[N:12]=[C:11]([C:13]3[CH:14]=[CH:15][C:16]([O:21][CH:22]([CH3:24])[CH3:23])=[C:17]([CH:20]=3)[C:18]#[N:19])[O:10][N:9]=2)=[CH:4][CH:3]=1.Br[CH2:26][CH2:27][CH2:28][CH2:29][C:30]([O:32][CH2:33][CH3:34])=[O:31].C(=O)([O-])[O-].[K+].[K+].O. Product: [C:18]([C:17]1[CH:20]=[C:13]([C:11]2[O:10][N:9]=[C:8]([C:5]3[CH:4]=[CH:3][C:2]([O:1][CH2:26][CH2:27][CH2:28][CH2:29][C:30]([O:32][CH2:33][CH3:34])=[O:31])=[CH:7][CH:6]=3)[N:12]=2)[CH:14]=[CH:15][C:16]=1[O:21][CH:22]([CH3:24])[CH3:23])#[N:19]. The catalyst class is: 3. (2) Reactant: [Br:1][C:2]1[CH:7]=[CH:6][C:5]([S:8](Cl)(=[O:10])=[O:9])=[CH:4][CH:3]=1.C(N(CC)CC)C.[NH2:19][CH2:20][C@H:21]([OH:23])[CH3:22]. Product: [Br:1][C:2]1[CH:7]=[CH:6][C:5]([S:8]([NH:19][CH2:20][C@@H:21]([OH:23])[CH3:22])(=[O:10])=[O:9])=[CH:4][CH:3]=1. The catalyst class is: 4. (3) Reactant: C1(P(C2C=CC=CC=2)C2C=CC=CC=2)C=CC=CC=1.N(C(OC(C)C)=O)=NC(OC(C)C)=O.[C:34]([OH:42])(=[O:41])[C:35]1[CH:40]=[CH:39][CH:38]=[CH:37][CH:36]=1.[CH2:43]([O:50][C:51]([N:53]1[CH2:57][CH:56]2[CH:58](O)[CH:59]([F:61])[CH2:60][CH:55]2[CH2:54]1)=[O:52])[C:44]1[CH:49]=[CH:48][CH:47]=[CH:46][CH:45]=1. Product: [CH2:43]([O:50][C:51]([N:53]1[CH2:57][CH:56]2[CH:58]([O:41][C:34](=[O:42])[C:35]3[CH:40]=[CH:39][CH:38]=[CH:37][CH:36]=3)[CH:59]([F:61])[CH2:60][CH:55]2[CH2:54]1)=[O:52])[C:44]1[CH:45]=[CH:46][CH:47]=[CH:48][CH:49]=1. The catalyst class is: 7. (4) Reactant: [CH3:1][C@H:2]1[CH2:7][C@@H:6]([OH:8])[C@H:5]([CH:9]([CH3:11])[CH3:10])[CH2:4][CH2:3]1.[F:12][C:13]1[CH:14]=[C:15](/[CH:20]=[CH:21]/[C:22](Cl)=[O:23])[CH:16]=[CH:17][C:18]=1[F:19].N1C=CC=CC=1. Product: [F:12][C:13]1[CH:14]=[C:15](/[CH:20]=[CH:21]/[C:22]([O:8][C@@H:6]2[CH2:7][C@H:2]([CH3:1])[CH2:3][CH2:4][C@H:5]2[CH:9]([CH3:11])[CH3:10])=[O:23])[CH:16]=[CH:17][C:18]=1[F:19]. The catalyst class is: 11. (5) Reactant: [CH3:1][C:2]([Si:5]([CH3:25])([CH3:24])[O:6][CH2:7][C@@H:8]([N:11]1[C:16](=[O:17])[CH2:15][NH:14][C:13]2[CH:18]=[CH:19][C:20]([O:22][CH3:23])=[N:21][C:12]1=2)[CH2:9][OH:10])([CH3:4])[CH3:3]. Product: [CH3:4][C:2]([Si:5]([CH3:24])([CH3:25])[O:6][CH2:7][C@@H:8]([N:11]1[C:16](=[O:17])[CH:15]=[N:14][C:13]2[CH:18]=[CH:19][C:20]([O:22][CH3:23])=[N:21][C:12]1=2)[CH2:9][OH:10])([CH3:1])[CH3:3]. The catalyst class is: 177.